Dataset: Forward reaction prediction with 1.9M reactions from USPTO patents (1976-2016). Task: Predict the product of the given reaction. (1) Given the reactants [OH:1][C:2]1[CH:3]=[N:4][CH:5]=[C:6]([CH:10]=1)[C:7]([OH:9])=[O:8].S(Cl)(Cl)=O.[C:15]([O-])(O)=O.[Na+], predict the reaction product. The product is: [OH:1][C:2]1[CH:3]=[N:4][CH:5]=[C:6]([CH:10]=1)[C:7]([O:9][CH3:15])=[O:8]. (2) The product is: [CH3:1][O:2][C:3]1[CH:8]=[CH:7][C:6]([NH2:9])=[CH:5][C:4]=1[C:12]1[N:16]([CH3:17])[N:15]=[C:14]([C:18]([F:21])([F:19])[F:20])[CH:13]=1. Given the reactants [CH3:1][O:2][C:3]1[CH:8]=[CH:7][C:6]([N+:9]([O-])=O)=[CH:5][C:4]=1[C:12]1[N:16]([CH3:17])[N:15]=[C:14]([C:18]([F:21])([F:20])[F:19])[CH:13]=1, predict the reaction product. (3) Given the reactants [Cl:1][C:2]1[CH:3]=[C:4]([C:10]2[O:14][C:13]([CH3:16])([CH3:15])[C:12](=[O:17])[CH:11]=2)[CH:5]=[CH:6][C:7]=1[O:8][CH3:9].C1C(=O)N([Br:25])C(=O)C1, predict the reaction product. The product is: [Br:25][C:11]1[C:12](=[O:17])[C:13]([CH3:15])([CH3:16])[O:14][C:10]=1[C:4]1[CH:5]=[CH:6][C:7]([O:8][CH3:9])=[C:2]([Cl:1])[CH:3]=1. (4) Given the reactants C(OC([NH:8][C@@H:9]1[CH2:14][CH2:13][CH2:12][N:11]([C:15]2[N:37]([CH2:38][C:39]3[CH:44]=[CH:43][CH:42]=[CH:41][C:40]=3[Cl:45])[C:18]3[C:19](=[O:36])[N:20]([CH3:35])[C:21]4[CH:22]=[C:23]([C:28]([O:30]C(C)(C)C)=[O:29])[C:24]([F:27])=[CH:25][C:26]=4[C:17]=3[N:16]=2)[CH2:10]1)=O)(C)(C)C, predict the reaction product. The product is: [ClH:45].[NH2:8][C@@H:9]1[CH2:14][CH2:13][CH2:12][N:11]([C:15]2[N:37]([CH2:38][C:39]3[CH:44]=[CH:43][CH:42]=[CH:41][C:40]=3[Cl:45])[C:18]3[C:19](=[O:36])[N:20]([CH3:35])[C:21]4[CH:22]=[C:23]([C:28]([OH:30])=[O:29])[C:24]([F:27])=[CH:25][C:26]=4[C:17]=3[N:16]=2)[CH2:10]1. (5) Given the reactants [F:1][C:2]1[CH:7]=[CH:6][C:5]([CH2:8]O)=[C:4]([CH3:10])[CH:3]=1.O=S(Cl)[Cl:13], predict the reaction product. The product is: [Cl:13][CH2:8][C:5]1[CH:6]=[CH:7][C:2]([F:1])=[CH:3][C:4]=1[CH3:10]. (6) Given the reactants Br[C:2]1[CH:3]=[C:4]([CH:8]([NH:12][C:13]([C:15]2[CH:16]=[N:17][N:18]([C:21]3[CH:26]=[CH:25][C:24]([Cl:27])=[CH:23][CH:22]=3)[C:19]=2[CH3:20])=[O:14])[CH2:9][CH2:10][CH3:11])[CH:5]=[N:6][CH:7]=1.[CH3:28][S:29]([NH2:32])(=[O:31])=[O:30].C([O-])(=O)C.[Cs+].[Cl-].[NH4+].[Na].C(=O)(O)[O-].[Na+], predict the reaction product. The product is: [CH3:28][S:29]([NH:32][C:2]1[CH:3]=[C:4]([CH:8]([NH:12][C:13]([C:15]2[CH:16]=[N:17][N:18]([C:21]3[CH:26]=[CH:25][C:24]([Cl:27])=[CH:23][CH:22]=3)[C:19]=2[CH3:20])=[O:14])[CH2:9][CH2:10][CH3:11])[CH:5]=[N:6][CH:7]=1)(=[O:31])=[O:30].